Task: Predict the reactants needed to synthesize the given product.. Dataset: Full USPTO retrosynthesis dataset with 1.9M reactions from patents (1976-2016) (1) Given the product [CH2:23]([C:5]1[CH:4]=[C:3]([C:2]([F:25])([F:26])[F:1])[C:8]2[CH2:9][O:10][C@@H:11]3[C@H:15]([C:7]=2[CH:6]=1)[CH2:14][N:13]([C:16]([O:18][C:19]([CH3:20])([CH3:22])[CH3:21])=[O:17])[CH2:12]3)[CH3:24], predict the reactants needed to synthesize it. The reactants are: [F:1][C:2]([F:26])([F:25])[C:3]1[C:8]2[CH2:9][O:10][C@@H:11]3[C@H:15]([C:7]=2[CH:6]=[C:5]([CH:23]=[CH2:24])[CH:4]=1)[CH2:14][N:13]([C:16]([O:18][C:19]([CH3:22])([CH3:21])[CH3:20])=[O:17])[CH2:12]3. (2) Given the product [CH2:27]([O:26][C:24]([N:21]1[CH2:22][CH2:23][CH:18]([O:17][CH2:2][CH2:3][CH:4]2[CH2:9][CH2:8][N:7]([C:10]([O:12][C:13]([CH3:16])([CH3:15])[CH3:14])=[O:11])[CH2:6][CH2:5]2)[CH2:19][CH2:20]1)=[O:25])[C:28]1[CH:33]=[CH:32][CH:31]=[CH:30][CH:29]=1, predict the reactants needed to synthesize it. The reactants are: I[CH2:2][CH2:3][CH:4]1[CH2:9][CH2:8][N:7]([C:10]([O:12][C:13]([CH3:16])([CH3:15])[CH3:14])=[O:11])[CH2:6][CH2:5]1.[OH:17][CH:18]1[CH2:23][CH2:22][N:21]([C:24]([O:26][CH2:27][C:28]2[CH:33]=[CH:32][CH:31]=[CH:30][CH:29]=2)=[O:25])[CH2:20][CH2:19]1.C(C1C=CC=C(C(C)(C)C)N=1)(C)(C)C. (3) Given the product [C:22]([C:26]1[CH:27]=[C:28]([NH:39][C:40]([NH:42][C:43]2[C:52]3[C:47](=[CH:48][CH:49]=[CH:50][CH:51]=3)[C:46]([O:53][C:54]3[CH:59]=[CH:58][N:57]=[C:56]([NH:1][C:2]4[CH:7]=[CH:6][C:5]([S:8]([CH2:11][CH2:12][O:13][CH2:14][CH2:15][O:16][CH2:17][CH2:18][OH:19])(=[O:9])=[O:10])=[C:4]([O:20][CH3:21])[CH:3]=4)[CH:55]=3)=[CH:45][CH:44]=2)=[O:41])[C:29]([O:37][CH3:38])=[C:30]([NH:32][S:33]([CH3:36])(=[O:34])=[O:35])[CH:31]=1)([CH3:25])([CH3:23])[CH3:24], predict the reactants needed to synthesize it. The reactants are: [NH2:1][C:2]1[CH:7]=[CH:6][C:5]([S:8]([CH2:11][CH2:12][O:13][CH2:14][CH2:15][O:16][CH2:17][CH2:18][OH:19])(=[O:10])=[O:9])=[C:4]([O:20][CH3:21])[CH:3]=1.[C:22]([C:26]1[CH:27]=[C:28]([NH:39][C:40]([NH:42][C:43]2[C:52]3[C:47](=[CH:48][CH:49]=[CH:50][CH:51]=3)[C:46]([O:53][C:54]3[CH:59]=[CH:58][N:57]=[C:56](Cl)[CH:55]=3)=[CH:45][CH:44]=2)=[O:41])[C:29]([O:37][CH3:38])=[C:30]([NH:32][S:33]([CH3:36])(=[O:35])=[O:34])[CH:31]=1)([CH3:25])([CH3:24])[CH3:23].C([O-])([O-])=O.[K+].[K+].CC(C1C=C(C(C)C)C(C2C(P(C3CCCCC3)C3CCCCC3)=C(OC)C=CC=2OC)=C(C(C)C)C=1)C. (4) Given the product [CH3:16][S:17][C:18]1[N:19]=[C:7]([OH:9])[C:3]2[CH2:4][O:5][CH2:6][C:2]=2[N:20]=1, predict the reactants needed to synthesize it. The reactants are: O=[C:2]1[CH2:6][O:5][CH2:4][CH:3]1[C:7]([O:9]C)=O.S(O)(O)(=O)=O.[CH3:16][S:17][C:18](=[NH:20])[NH2:19].[OH-].[K+]. (5) Given the product [CH3:9][O:8][C:6]1[CH:7]=[C:2]([CH:3]=[C:4]([O:10][CH3:11])[CH:5]=1)[O:12][CH2:13][C@@H:14]1[C@:23]2([CH3:24])[C@H:18]([C:19]([CH3:26])([CH3:25])[CH2:20][CH2:21][CH2:22]2)[CH2:17][CH2:16][C@@:15]1([CH3:28])[OH:27], predict the reactants needed to synthesize it. The reactants are: I[C:2]1[CH:7]=[C:6]([O:8][CH3:9])[CH:5]=[C:4]([O:10][CH3:11])[CH:3]=1.[OH:12][CH2:13][C@@H:14]1[C@:23]2([CH3:24])[C@H:18]([C:19]([CH3:26])([CH3:25])[CH2:20][CH2:21][CH2:22]2)[CH2:17][CH2:16][C@@:15]1([CH3:28])[OH:27].C([O-])([O-])=O.[Cs+].[Cs+].COCCOCCOC. (6) Given the product [CH3:23][O:22][C:19]1[CH:20]=[CH:21][C:16]([NH:6][C:5]2[CH:7]=[CH:8][CH:9]=[C:10]([C:11]([F:12])([F:13])[F:14])[C:4]=2[N+:1]([O-:3])=[O:2])=[C:17]([CH3:24])[CH:18]=1, predict the reactants needed to synthesize it. The reactants are: [N+:1]([C:4]1[C:10]([C:11]([F:14])([F:13])[F:12])=[CH:9][CH:8]=[CH:7][C:5]=1[NH2:6])([O-:3])=[O:2].Br[C:16]1[CH:21]=[CH:20][C:19]([O:22][CH3:23])=[CH:18][C:17]=1[CH3:24].